From a dataset of Forward reaction prediction with 1.9M reactions from USPTO patents (1976-2016). Predict the product of the given reaction. (1) The product is: [CH2:1]([N:8]1[C:15](=[O:16])[C@:14]2([F:17])[CH2:13][N:12]([C:34]([O:36][C:37]([CH3:38])([CH3:39])[CH3:40])=[O:35])[CH2:11][C@@H:10]2[C:9]1=[O:25])[C:2]1[CH:3]=[CH:4][CH:5]=[CH:6][CH:7]=1. Given the reactants [CH2:1]([N:8]1[C:15](=[O:16])[C@:14]2([F:17])[C@@H:10]([CH2:11][N:12](CC3C=CC=CC=3)[CH2:13]2)[C:9]1=[O:25])[C:2]1[CH:7]=[CH:6][CH:5]=[CH:4][CH:3]=1.[CH3:38][C:37]([O:36][C:34](O[C:34]([O:36][C:37]([CH3:40])([CH3:39])[CH3:38])=[O:35])=[O:35])([CH3:40])[CH3:39], predict the reaction product. (2) Given the reactants [OH-].[Na+].C[O:4][C:5]([C:7]1[N:8]=[C:9]2[C:14]([C:15]([F:18])([F:17])[F:16])=[CH:13][C:12]([C:19]3[CH:20]=[N:21][NH:22][CH:23]=3)=[CH:11][N:10]2[C:24]=1[C:25]1[CH:26]=[N:27][NH:28][CH:29]=1)=[O:6].C(O)(=O)CC(CC(O)=O)(C(O)=O)O, predict the reaction product. The product is: [NH:27]1[CH:26]=[C:25]([C:24]2[N:10]3[CH:11]=[C:12]([C:19]4[CH:20]=[N:21][NH:22][CH:23]=4)[CH:13]=[C:14]([C:15]([F:16])([F:17])[F:18])[C:9]3=[N:8][C:7]=2[C:5]([OH:6])=[O:4])[CH:29]=[N:28]1. (3) The product is: [CH3:35][S:36]([CH2:2][C:3]1[CH:4]=[CH:5][C:6]2[N:10]=[CH:9][N:8]([C:11]3[S:15][C:14]([C:16]([O:18][CH3:19])=[O:17])=[C:13]([O:20][C@@H:21]([C:23]4[CH:28]=[CH:27][CH:26]=[CH:25][C:24]=4[C:29]([F:32])([F:31])[F:30])[CH3:22])[CH:12]=3)[C:7]=2[CH:33]=1)(=[O:38])=[O:37]. Given the reactants Cl[CH2:2][C:3]1[CH:4]=[CH:5][C:6]2[N:10]=[CH:9][N:8]([C:11]3[S:15][C:14]([C:16]([O:18][CH3:19])=[O:17])=[C:13]([O:20][C@@H:21]([C:23]4[CH:28]=[CH:27][CH:26]=[CH:25][C:24]=4[C:29]([F:32])([F:31])[F:30])[CH3:22])[CH:12]=3)[C:7]=2[CH:33]=1.[Na+].[CH3:35][S:36]([O-])(=[O:38])=[O:37], predict the reaction product. (4) Given the reactants [CH:1]([C:3]1[C:14]2[C:15]3[C:6]([CH2:7][CH2:8][N:9]([CH:16]4[CH2:21][CH2:20][C:19](=O)[CH2:18][CH2:17]4)[C:10]=3[CH:11]=[CH:12][CH:13]=2)=[CH:5][N:4]=1)=[CH2:2].[CH3:23][O:24][C:25]1[CH:32]=[CH:31][C:28]([CH2:29][NH2:30])=[CH:27][CH:26]=1, predict the reaction product. The product is: [CH3:23][O:24][C:25]1[CH:32]=[CH:31][C:28]([CH2:29][NH:30][CH:19]2[CH2:20][CH2:21][CH:16]([N:9]3[C:10]4=[C:15]5[C:14](=[CH:13][CH:12]=[CH:11]4)[C:3]([CH:1]=[CH2:2])=[N:4][CH:5]=[C:6]5[CH2:7][CH2:8]3)[CH2:17][CH2:18]2)=[CH:27][CH:26]=1.